This data is from Full USPTO retrosynthesis dataset with 1.9M reactions from patents (1976-2016). The task is: Predict the reactants needed to synthesize the given product. (1) Given the product [CH:1]([NH:4][C:5]1[N:10]=[C:9]([C:11]2[C:19]3[C:14](=[N:15][CH:16]=[C:17]([NH:20][C:21]4[CH:26]=[CH:25][CH:24]=[CH:23][CH:22]=4)[CH:18]=3)[NH:13][CH:12]=2)[C:8]([C:37]#[N:38])=[CH:7][N:6]=1)([CH3:3])[CH3:2], predict the reactants needed to synthesize it. The reactants are: [CH:1]([NH:4][C:5]1[N:10]=[C:9]([C:11]2[C:19]3[C:14](=[N:15][CH:16]=[C:17]([NH:20][C:21]4[CH:26]=[CH:25][CH:24]=[CH:23][CH:22]=4)[CH:18]=3)[N:13](S(C3C=CC(C)=CC=3)(=O)=O)[CH:12]=2)[C:8]([C:37]#[N:38])=[CH:7][N:6]=1)([CH3:3])[CH3:2].O.[Li+].[OH-]. (2) Given the product [CH2:30]([C:28]1[N:29]=[C:24]([C:22]2[CH:21]=[CH:20][C:19]([CH3:34])=[C:18]([C:5]3[CH:6]=[CH:7][C:2]([F:1])=[CH:3][CH:4]=3)[N:23]=2)[N:25]=[N:26][C:27]=1[CH2:32][CH3:33])[CH3:31], predict the reactants needed to synthesize it. The reactants are: [F:1][C:2]1[CH:7]=[CH:6][C:5](B(O)O)=[CH:4][CH:3]=1.C(=O)([O-])[O-].[Na+].[Na+].Br[C:18]1[N:23]=[C:22]([C:24]2[N:25]=[N:26][C:27]([CH2:32][CH3:33])=[C:28]([CH2:30][CH3:31])[N:29]=2)[CH:21]=[CH:20][C:19]=1[CH3:34].